From a dataset of Reaction yield outcomes from USPTO patents with 853,638 reactions. Predict the reaction yield, written as a fraction of the theoretical maximum amount of product (1.0 means a 100% yield; for example, 0.34 means a 34% yield). (1) The reactants are [NH2:1][C:2]1[C:3]([C:9]([OH:11])=O)=[N:4][C:5]([Cl:8])=[N:6][CH:7]=1.ClC(OC)=O.[NH3:17]. The catalyst is C(Cl)Cl. The product is [NH2:1][C:2]1[C:3]([C:9]([NH2:17])=[O:11])=[N:4][C:5]([Cl:8])=[N:6][CH:7]=1. The yield is 0.670. (2) The reactants are [N:1]1[S:2][N:3]=[C:4]2[CH:9]=[C:8]([NH:10][C:11]3[N:22]=[CH:21][CH:20]=[CH:19][C:12]=3[C:13]([O:15][CH2:16]C#N)=[O:14])[CH:7]=[CH:6][C:5]=12.C(N(CC)CC)C. The catalyst is CO. The product is [N:1]1[S:2][N:3]=[C:4]2[CH:9]=[C:8]([NH:10][C:11]3[N:22]=[CH:21][CH:20]=[CH:19][C:12]=3[C:13]([O:15][CH3:16])=[O:14])[CH:7]=[CH:6][C:5]=12. The yield is 0.830.